This data is from Catalyst prediction with 721,799 reactions and 888 catalyst types from USPTO. The task is: Predict which catalyst facilitates the given reaction. (1) Reactant: [CH2:1]([N:8]1[CH2:14][C:13]2[CH:15]=[CH:16][C:17]([F:20])=[C:18](Br)[C:12]=2[O:11][CH2:10][CH2:9]1)[C:2]1[CH:7]=[CH:6][CH:5]=[CH:4][CH:3]=1.[CH:21]1(B(O)O)[CH2:23][CH2:22]1.C(=O)([O-])[O-].[K+].[K+].O1CCOCC1. Product: [CH2:1]([N:8]1[CH2:14][C:13]2[CH:15]=[CH:16][C:17]([F:20])=[C:18]([CH:21]3[CH2:23][CH2:22]3)[C:12]=2[O:11][CH2:10][CH2:9]1)[C:2]1[CH:7]=[CH:6][CH:5]=[CH:4][CH:3]=1. The catalyst class is: 6. (2) The catalyst class is: 257. Product: [BrH:13].[NH2:2][C:3]1[C:12]2[C:7](=[CH:8][CH:9]=[CH:10][CH:11]=2)[C:6]([Br:13])=[CH:5][C:4]=1[C:14]([O:16][CH3:17])=[O:15].[NH2:2][C:3]1[C:12]2[C:7](=[CH:8][CH:9]=[CH:10][CH:11]=2)[C:6]([CH2:14][C:4]2[CH:5]=[CH:24][C:23]([O:22][CH3:19])=[CH:12][CH:3]=2)=[CH:5][C:4]=1[C:14]([O:16][CH3:17])=[O:15]. Reactant: Br.[NH2:2][C:3]1[C:12]2[C:7](=[CH:8][CH:9]=[CH:10][CH:11]=2)[C:6]([Br:13])=[CH:5][C:4]=1[C:14]([O:16][CH3:17])=[O:15].[Cl-].[C:19]([O:22][CH2:23][CH3:24])(=O)C. (3) Reactant: [CH3:1][S:2][C:3]1[S:4][C:5]2[CH:6]=[N:7][CH:8]=[CH:9][C:10]=2[N:11]=1.[S:12]([C:17]1[CH:23]=[CH:22][C:20]([CH3:21])=[CH:19][CH:18]=1)([O:15][CH3:16])(=[O:14])=[O:13]. Product: [S:12]([C:17]1[CH:23]=[CH:22][C:20]([CH3:21])=[CH:19][CH:18]=1)([O-:15])(=[O:14])=[O:13].[CH3:16][N:7]1[CH:8]=[CH:9][C:10]2=[NH+:11][CH:3]([S:2][CH3:1])[S:4][C:5]2=[CH:6]1. The catalyst class is: 13. (4) Reactant: C1(P(=O)(C2C=CC=CC=2)C2C=CC=CC=2)C=CC=CC=1.FC(F)(F)S(OS(C(F)(F)F)(=O)=O)(=O)=O.[CH3:36][C:37]1[CH:38]=[C:39]2[C:43](=[C:44]([NH:46][S:47]([C:50]3[S:51][CH:52]=[CH:53][CH:54]=3)(=[O:49])=[O:48])[CH:45]=1)[NH:42][C:41]([C:55]([NH:57][CH2:58][CH2:59][S:60]C(C1C=CC=CC=1)(C1C=CC=CC=1)C1C=CC=CC=1)=O)=[CH:40]2.C(=O)([O-])O.[Na+]. Product: [S:60]1[CH2:59][CH2:58][N:57]=[C:55]1[C:41]1[NH:42][C:43]2[C:39]([CH:40]=1)=[CH:38][C:37]([CH3:36])=[CH:45][C:44]=2[NH:46][S:47]([C:50]1[S:51][CH:52]=[CH:53][CH:54]=1)(=[O:49])=[O:48]. The catalyst class is: 4. (5) Reactant: [CH2:1]([N:8]([CH2:24][C:25]1[CH:30]=[CH:29][CH:28]=[CH:27][CH:26]=1)[CH2:9][CH2:10][CH:11]1[CH2:16][CH2:15][N:14](C(OC(C)(C)C)=O)[CH2:13][CH2:12]1)[C:2]1[CH:7]=[CH:6][CH:5]=[CH:4][CH:3]=1.C(O)(C(F)(F)F)=O. Product: [CH2:24]([N:8]([CH2:1][C:2]1[CH:7]=[CH:6][CH:5]=[CH:4][CH:3]=1)[CH2:9][CH2:10][CH:11]1[CH2:12][CH2:13][NH:14][CH2:15][CH2:16]1)[C:25]1[CH:26]=[CH:27][CH:28]=[CH:29][CH:30]=1. The catalyst class is: 4. (6) Reactant: [CH3:1][C:2]1[C:10]([NH:11][C:12](=[O:27])[C:13]2[CH:18]=[C:17]([N:19]3[CH2:24][CH2:23][C:22](=[O:25])[CH2:21][CH2:20]3)[CH:16]=[CH:15][C:14]=2[CH3:26])=[C:9]([CH3:28])[CH:8]=[CH:7][C:3]=1[C:4]([OH:6])=[O:5].[BH4-].[Na+]. Product: [OH:25][CH:22]1[CH2:23][CH2:24][N:19]([C:17]2[CH:16]=[CH:15][C:14]([CH3:26])=[C:13]([CH:18]=2)[C:12]([NH:11][C:10]2[C:2]([CH3:1])=[C:3]([CH:7]=[CH:8][C:9]=2[CH3:28])[C:4]([OH:6])=[O:5])=[O:27])[CH2:20][CH2:21]1. The catalyst class is: 5. (7) Reactant: [Cl:1][C:2]1[CH:7]=[CH:6][C:5]([N:8]2[C:13]([CH3:14])=[CH:12][CH:11]=[C:10]([C:15]([OH:17])=O)[C:9]2=[O:18])=[CH:4][CH:3]=1.CN(C(ON1N=NC2C=CC=CC1=2)=[N+](C)C)C.F[P-](F)(F)(F)(F)F.C1C=CC2N(O)N=NC=2C=1.CCN(C(C)C)C(C)C.[Cl:62][C:63]1[CH:70]=[CH:69][C:66]([CH2:67][NH2:68])=[CH:65][CH:64]=1. Product: [Cl:62][C:63]1[CH:70]=[CH:69][C:66]([CH2:67][NH:68][C:15]([C:10]2[C:9](=[O:18])[N:8]([C:5]3[CH:4]=[CH:3][C:2]([Cl:1])=[CH:7][CH:6]=3)[C:13]([CH3:14])=[CH:12][CH:11]=2)=[O:17])=[CH:65][CH:64]=1. The catalyst class is: 37. (8) Reactant: [Br:1][C:2]1[CH:20]=[N:19][C:5]2[N:6]([CH2:17][CH3:18])[C:7]3[N:15]=[C:14]([F:16])[CH:13]=[CH:12][C:8]=3[NH:9][C:10](=[O:11])[C:4]=2[CH:3]=1.[H-].[Na+].[CH3:23]I. Product: [Br:1][C:2]1[CH:20]=[N:19][C:5]2[N:6]([CH2:17][CH3:18])[C:7]3[N:15]=[C:14]([F:16])[CH:13]=[CH:12][C:8]=3[N:9]([CH3:23])[C:10](=[O:11])[C:4]=2[CH:3]=1. The catalyst class is: 3. (9) Reactant: [N:1]1([C:8]2[N:16]3[C@@H:17]([C:20]4[CH:25]=[CH:24][CH:23]=[CH:22][N:21]=4)[CH2:18][O:19][C:14]4=[C:15]3[C:10](=[CH:11][CH:12]=[C:13]4[C:26]3[C:27]([CH3:32])=[N:28][O:29][C:30]=3[CH3:31])[N:9]=2)[CH2:7][CH2:6][CH2:5][NH:4][CH2:3][CH2:2]1.C(N(CC)CC)C.[C:40](Cl)(=[O:42])[CH3:41]. Product: [C:40]([N:4]1[CH2:5][CH2:6][CH2:7][N:1]([C:8]2[N:16]3[C@@H:17]([C:20]4[CH:25]=[CH:24][CH:23]=[CH:22][N:21]=4)[CH2:18][O:19][C:14]4=[C:15]3[C:10](=[CH:11][CH:12]=[C:13]4[C:26]3[C:27]([CH3:32])=[N:28][O:29][C:30]=3[CH3:31])[N:9]=2)[CH2:2][CH2:3]1)(=[O:42])[CH3:41]. The catalyst class is: 61. (10) Reactant: [C:1]([C:4]1[CH:13]=[CH:12][CH:11]=[C:10]([N+:14]([O-:16])=[O:15])[C:5]=1[C:6](OC)=[O:7])(=[O:3])[CH3:2].[CH3:17][NH2:18]. Product: [OH:3][C:1]1([CH3:2])[C:4]2[C:5](=[C:10]([N+:14]([O-:16])=[O:15])[CH:11]=[CH:12][CH:13]=2)[C:6](=[O:7])[N:18]1[CH3:17]. The catalyst class is: 8.